This data is from Reaction yield outcomes from USPTO patents with 853,638 reactions. The task is: Predict the reaction yield, written as a fraction of the theoretical maximum amount of product (1.0 means a 100% yield; for example, 0.34 means a 34% yield). The reactants are [Br:1][CH2:2][C:3]([CH3:7])=[CH:4][CH2:5]Br.[F:8][C:9]1[CH:14]=[CH:13][CH:12]=[C:11]([F:15])[C:10]=1[OH:16].C([O-])([O-])=O.[K+].[K+]. The catalyst is CC(C)=O. The product is [Br:1][CH2:2]/[C:3](/[CH3:7])=[CH:4]/[CH2:5][O:16][C:10]1[C:9]([F:8])=[CH:14][CH:13]=[CH:12][C:11]=1[F:15]. The yield is 0.0700.